Dataset: Reaction yield outcomes from USPTO patents with 853,638 reactions. Task: Predict the reaction yield, written as a fraction of the theoretical maximum amount of product (1.0 means a 100% yield; for example, 0.34 means a 34% yield). The product is [ClH:25].[CH3:1][N:2]([CH3:24])[C:3]([C:5]1([CH:18]2[CH2:23][CH2:22][CH2:21][CH2:20][CH2:19]2)[CH2:6][CH2:7][NH:8][CH2:9][CH2:10]1)=[O:4]. The catalyst is ClCCl. The yield is 0.900. The reactants are [CH3:1][N:2]([CH3:24])[C:3]([C:5]1([CH:18]2[CH2:23][CH2:22][CH2:21][CH2:20][CH2:19]2)[CH2:10][CH2:9][N:8](C(OC(C)(C)C)=O)[CH2:7][CH2:6]1)=[O:4].[ClH:25].C(O)(C)C.